This data is from Catalyst prediction with 721,799 reactions and 888 catalyst types from USPTO. The task is: Predict which catalyst facilitates the given reaction. (1) Reactant: [CH3:1][N:2]1[C:6]([S:7][CH3:8])=[CH:5][C:4]([CH:9]([CH2:14][CH:15]2[CH2:20][CH2:19][O:18][CH2:17][CH2:16]2)[C:10](=[O:13])[CH:11]=[CH2:12])=[N:3]1.[O:21]1[CH2:26][CH2:25][CH2:24][CH2:23][CH:22]1[O:27][CH2:28][C:29]1[S:33][C:32]([CH:34]=[O:35])=[N:31][CH:30]=1.C(N(CC)CC)C.O1CCCC1. Product: [CH3:1][N:2]1[C:6]([S:7][CH3:8])=[CH:5][C:4]([CH:9]([CH2:14][CH:15]2[CH2:20][CH2:19][O:18][CH2:17][CH2:16]2)[C:10](=[O:13])[CH2:11][CH2:12][C:34]([C:32]2[S:33][C:29]([CH2:28][O:27][CH:22]3[CH2:23][CH2:24][CH2:25][CH2:26][O:21]3)=[CH:30][N:31]=2)=[O:35])=[N:3]1. The catalyst class is: 433. (2) Reactant: [CH3:1][O:2][C:3]1[CH:8]=[CH:7][C:6]([C:9]2[C:14]([CH3:15])=[C:13]([C:16]([F:19])([F:18])[F:17])[N:12]3[N:20]=[CH:21][C:22]([C:23](O)=[O:24])=[C:11]3[N:10]=2)=[CH:5][CH:4]=1.CN(C(ON1N=NC2C=CC=NC1=2)=[N+](C)C)C.F[P-](F)(F)(F)(F)F.CCN(C(C)C)C(C)C.[CH3:59][C@H:60]1[NH:65][CH2:64][CH2:63][N:62]([C@H:66]([C:69]2[CH:74]=[CH:73][CH:72]=[CH:71][CH:70]=2)[CH2:67][OH:68])[CH2:61]1. Product: [OH:68][CH2:67][C@H:66]([N:62]1[CH2:63][CH2:64][N:65]([C:23]([C:22]2[CH:21]=[N:20][N:12]3[C:13]([C:16]([F:17])([F:18])[F:19])=[C:14]([CH3:15])[C:9]([C:6]4[CH:7]=[CH:8][C:3]([O:2][CH3:1])=[CH:4][CH:5]=4)=[N:10][C:11]=23)=[O:24])[C@H:60]([CH3:59])[CH2:61]1)[C:69]1[CH:70]=[CH:71][CH:72]=[CH:73][CH:74]=1. The catalyst class is: 25. (3) Reactant: [F:1][C:2]1[N:7]=[CH:6][C:5]([C:8]2[C:9]3[O:16][C:15]([CH:17]=O)=[CH:14][C:10]=3[CH:11]=[N:12][CH:13]=2)=[CH:4][CH:3]=1.[NH:19]1[CH2:25][C:23](=[O:24])[NH:22][C:20]1=[S:21].C([O-])(=O)C.[Na+]. Product: [F:1][C:2]1[N:7]=[CH:6][C:5]([C:8]2[C:9]3[O:16][C:15](/[CH:17]=[C:25]4/[C:23](=[O:24])[NH:22][C:20](=[S:21])[NH:19]/4)=[CH:14][C:10]=3[CH:11]=[N:12][CH:13]=2)=[CH:4][CH:3]=1. The catalyst class is: 15. (4) Reactant: Br[C:2]1[CH:3]=[C:4]2[C:11]3([O:15][N:14]([CH3:16])[C:13]([NH2:17])=[N:12]3)[CH2:10][CH:9]([CH:18]3[CH2:23][CH2:22][CH2:21][O:20][CH2:19]3)[O:8][C:5]2=[CH:6][CH:7]=1.[CH:24]([C:27]1[CH:28]=[C:29](B(O)O)[CH:30]=[CH:31][CH:32]=1)([CH3:26])[CH3:25]. Product: [CH:24]([C:27]1[CH:32]=[C:31]([C:2]2[CH:3]=[C:4]3[C:11]4([O:15][N:14]([CH3:16])[C:13]([NH2:17])=[N:12]4)[CH2:10][CH:9]([CH:18]4[CH2:23][CH2:22][CH2:21][O:20][CH2:19]4)[O:8][C:5]3=[CH:6][CH:7]=2)[CH:30]=[CH:29][CH:28]=1)([CH3:26])[CH3:25]. The catalyst class is: 806. (5) Reactant: C[C@H]1[C@@H]2CCC3(C)OO[C@]42[C@H]([C@@H](C)[C@@H](O)O[C@@H]4O3)CC1.[CH3:21][C@@H:22]1[C@H:31]2[CH2:32][CH2:33][C@@:34]3([CH3:38])[O:36][O:37][C@@:30]42[C@H:25]([C@H:26]([CH3:50])[C@H:27]([O:39][CH2:40][C:41]2[CH:42]=[CH:43][C:44]([C:47]([OH:49])=[O:48])=[CH:45][CH:46]=2)[O:28][C@@H:29]4[O:35]3)[CH2:24][CH2:23]1.ON1C2C=CC=CC=2N=N1.C(N=C=NC(C)(C)C)C. Product: [CH3:21][C@H:22]1[C@@H:31]2[CH2:32][CH2:33][C:34]3([CH3:38])[O:36][O:37][C@:30]42[C@H:25]([C@@H:26]([CH3:50])[C@@H:27]([O:39][CH2:40][C:41]2[CH:46]=[CH:45][C:44]([C:47]([OH:49])=[O:48])=[CH:43][CH:42]=2)[O:28][C@@H:29]4[O:35]3)[CH2:24][CH2:23]1. The catalyst class is: 10.